Dataset: Reaction yield outcomes from USPTO patents with 853,638 reactions. Task: Predict the reaction yield, written as a fraction of the theoretical maximum amount of product (1.0 means a 100% yield; for example, 0.34 means a 34% yield). The reactants are [CH2:1]([C:4]1[C:8]2[CH:9]=[CH:10][CH:11]=[CH:12][C:7]=2[O:6][C:5]=1[CH:13]=O)[CH2:2][CH3:3].[CH3:15][NH2:16].[BH4-].[Na+]. The catalyst is CO. The product is [CH3:15][NH:16][CH2:13][C:5]1[O:6][C:7]2[CH:12]=[CH:11][CH:10]=[CH:9][C:8]=2[C:4]=1[CH2:1][CH2:2][CH3:3]. The yield is 0.990.